This data is from Peptide-MHC class I binding affinity with 185,985 pairs from IEDB/IMGT. The task is: Regression. Given a peptide amino acid sequence and an MHC pseudo amino acid sequence, predict their binding affinity value. This is MHC class I binding data. (1) The peptide sequence is AAAANAAAM. The MHC is H-2-Kb with pseudo-sequence H-2-Kb. The binding affinity (normalized) is 0.213. (2) The peptide sequence is YTYGAGSYF. The MHC is HLA-C06:02 with pseudo-sequence HLA-C06:02. The binding affinity (normalized) is 0.594. (3) The peptide sequence is HHDPILNGL. The MHC is HLA-B39:01 with pseudo-sequence HLA-B39:01. The binding affinity (normalized) is 0.653. (4) The peptide sequence is NTKSDNIINI. The MHC is HLA-A02:01 with pseudo-sequence HLA-A02:01. The binding affinity (normalized) is 0. (5) The peptide sequence is FSENTWRDEY. The MHC is HLA-A02:01 with pseudo-sequence HLA-A02:01. The binding affinity (normalized) is 0. (6) The MHC is HLA-A68:01 with pseudo-sequence HLA-A68:01. The binding affinity (normalized) is 0.000702. The peptide sequence is PFKLSSGEPH. (7) The peptide sequence is QPWTPVSSF. The MHC is HLA-B18:01 with pseudo-sequence HLA-B18:01. The binding affinity (normalized) is 0.279.